Dataset: Full USPTO retrosynthesis dataset with 1.9M reactions from patents (1976-2016). Task: Predict the reactants needed to synthesize the given product. (1) Given the product [F:1][C:2]1[C:10]([F:11])=[CH:9][CH:8]=[CH:7][C:3]=1[C:4]1[N:27]=[C:22]2[CH:23]=[CH:24][NH:28][N:20]=[C:21]2[N:26]=1, predict the reactants needed to synthesize it. The reactants are: [F:1][C:2]1[C:10]([F:11])=[CH:9][CH:8]=[CH:7][C:3]=1[C:4](O)=O.CN(C(O[N:20]1[N:28]=[N:27][C:22]2[CH:23]=[CH:24]C=[N:26][C:21]1=2)=[N+](C)C)C.F[P-](F)(F)(F)(F)F.C(N(C(C)C)CC)(C)C.N1C=CC(N)=C(N)N=1. (2) Given the product [OH:1][CH2:2][C@H:3]1[CH2:7][CH2:6][CH2:5][N:4]1[CH2:10][CH2:9][C:8]#[N:11], predict the reactants needed to synthesize it. The reactants are: [OH:1][CH2:2][C@H:3]1[CH2:7][CH2:6][CH2:5][NH:4]1.[C:8](#[N:11])[CH:9]=[CH2:10].